Dataset: Peptide-MHC class II binding affinity with 134,281 pairs from IEDB. Task: Regression. Given a peptide amino acid sequence and an MHC pseudo amino acid sequence, predict their binding affinity value. This is MHC class II binding data. (1) The peptide sequence is AAVPGKNVVNVQTKP. The MHC is HLA-DQA10102-DQB10501 with pseudo-sequence HLA-DQA10102-DQB10501. The binding affinity (normalized) is 0.340. (2) The peptide sequence is LSQLQTYMIQFDQYI. The MHC is HLA-DQA10301-DQB10302 with pseudo-sequence HLA-DQA10301-DQB10302. The binding affinity (normalized) is 0.403. (3) The peptide sequence is KGSPEFDWILGWTIK. The MHC is DRB4_0101 with pseudo-sequence DRB4_0103. The binding affinity (normalized) is 0.348. (4) The peptide sequence is NSLLTSPLSINTRMT. The MHC is HLA-DPA10201-DPB10101 with pseudo-sequence HLA-DPA10201-DPB10101. The binding affinity (normalized) is 0.492. (5) The peptide sequence is KHDDAIVRLRNAGIV. The MHC is DRB1_0405 with pseudo-sequence DRB1_0405. The binding affinity (normalized) is 0.793. (6) The peptide sequence is EKKRFAATQFEPLAA. The MHC is HLA-DPA10103-DPB10601 with pseudo-sequence HLA-DPA10103-DPB10601. The binding affinity (normalized) is 1.00. (7) The peptide sequence is SWIRSCPDLKDCLID. The MHC is DRB3_0101 with pseudo-sequence DRB3_0101. The binding affinity (normalized) is 0.376.